This data is from NCI-60 drug combinations with 297,098 pairs across 59 cell lines. The task is: Regression. Given two drug SMILES strings and cell line genomic features, predict the synergy score measuring deviation from expected non-interaction effect. (1) Drug 1: C1=CC(=CC=C1CCCC(=O)O)N(CCCl)CCCl. Drug 2: C(CC(=O)O)C(=O)CN.Cl. Cell line: DU-145. Synergy scores: CSS=32.1, Synergy_ZIP=-9.28, Synergy_Bliss=-12.1, Synergy_Loewe=-23.0, Synergy_HSA=-10.6. (2) Drug 1: C1=NC2=C(N1)C(=S)N=CN2. Drug 2: COCCOC1=C(C=C2C(=C1)C(=NC=N2)NC3=CC=CC(=C3)C#C)OCCOC.Cl. Cell line: MDA-MB-231. Synergy scores: CSS=25.8, Synergy_ZIP=-0.855, Synergy_Bliss=-2.28, Synergy_Loewe=-21.0, Synergy_HSA=-2.08. (3) Drug 1: CC12CCC(CC1=CCC3C2CCC4(C3CC=C4C5=CN=CC=C5)C)O. Drug 2: C1=C(C(=O)NC(=O)N1)N(CCCl)CCCl. Cell line: U251. Synergy scores: CSS=35.3, Synergy_ZIP=0.966, Synergy_Bliss=4.09, Synergy_Loewe=1.19, Synergy_HSA=5.79. (4) Drug 1: C1=NC2=C(N=C(N=C2N1C3C(C(C(O3)CO)O)O)F)N. Drug 2: CC1=C(N=C(N=C1N)C(CC(=O)N)NCC(C(=O)N)N)C(=O)NC(C(C2=CN=CN2)OC3C(C(C(C(O3)CO)O)O)OC4C(C(C(C(O4)CO)O)OC(=O)N)O)C(=O)NC(C)C(C(C)C(=O)NC(C(C)O)C(=O)NCCC5=NC(=CS5)C6=NC(=CS6)C(=O)NCCC[S+](C)C)O. Cell line: RPMI-8226. Synergy scores: CSS=8.77, Synergy_ZIP=-2.15, Synergy_Bliss=1.01, Synergy_Loewe=-8.85, Synergy_HSA=-5.38. (5) Drug 1: CN(CC1=CN=C2C(=N1)C(=NC(=N2)N)N)C3=CC=C(C=C3)C(=O)NC(CCC(=O)O)C(=O)O. Drug 2: C1C(C(OC1N2C=NC(=NC2=O)N)CO)O. Cell line: NCIH23. Synergy scores: CSS=41.5, Synergy_ZIP=-3.65, Synergy_Bliss=-1.29, Synergy_Loewe=-4.17, Synergy_HSA=-4.00. (6) Drug 1: C1=CN(C(=O)N=C1N)C2C(C(C(O2)CO)O)O.Cl. Drug 2: CCC1(CC2CC(C3=C(CCN(C2)C1)C4=CC=CC=C4N3)(C5=C(C=C6C(=C5)C78CCN9C7C(C=CC9)(C(C(C8N6C)(C(=O)OC)O)OC(=O)C)CC)OC)C(=O)OC)O.OS(=O)(=O)O. Cell line: HOP-92. Synergy scores: CSS=22.7, Synergy_ZIP=3.68, Synergy_Bliss=4.24, Synergy_Loewe=0.541, Synergy_HSA=1.71.